From a dataset of Full USPTO retrosynthesis dataset with 1.9M reactions from patents (1976-2016). Predict the reactants needed to synthesize the given product. (1) Given the product [NH2:45][C:46]1[N:47]=[C:26]([C:27]([N:29]2[CH2:30][C:31]3[C:36](=[CH:35][CH:34]=[CH:33][CH:32]=3)[CH2:37]2)=[O:28])[C:10]2[C:9](=[CH:14][CH:13]=[C:12]([CH:15]([CH2:21][CH2:22][CH:23]([F:25])[F:24])[C:16]([O:18][CH2:19][CH3:20])=[O:17])[CH:11]=2)[N:8]=1, predict the reactants needed to synthesize it. The reactants are: C(OC([NH:8][C:9]1[CH:14]=[CH:13][C:12]([CH:15]([CH2:21][CH2:22][CH:23]([F:25])[F:24])[C:16]([O:18][CH2:19][CH3:20])=[O:17])=[CH:11][C:10]=1[C:26](=O)[C:27]([N:29]1[CH2:37][C:36]2[C:31](=[CH:32][CH:33]=[CH:34][CH:35]=2)[CH2:30]1)=[O:28])=O)(C)(C)C.[F-].[Cs+].C[Si]([N:45]=[C:46]=[N:47][Si](C)(C)C)(C)C.Cl.C(=O)(O)[O-]. (2) The reactants are: [C:1]([NH:5]/[N:6]=[C:7](\[CH3:13])/[C:8]([O:10][CH2:11][CH3:12])=[O:9])([CH3:4])([CH3:3])[CH3:2].[Cl-].Cl[CH:16]=[N+](C)C.[C:20](=[O:23])(O)[O-].[Na+]. Given the product [C:1]([N:5]1[CH:16]=[C:13]([CH:20]=[O:23])[C:7]([C:8]([O:10][CH2:11][CH3:12])=[O:9])=[N:6]1)([CH3:4])([CH3:3])[CH3:2], predict the reactants needed to synthesize it. (3) Given the product [CH:1]1([C@@H:4]([C:11]2[CH:20]=[C:19]3[C:14]([CH2:15][CH2:16][CH:17]([C:21]4[CH:26]=[CH:25][C:24]([O:27][S:37]([C:36]([F:49])([F:48])[F:35])(=[O:39])=[O:38])=[CH:23][C:22]=4[F:28])[O:18]3)=[CH:13][CH:12]=2)[C@H:5]([CH3:10])[C:6]([O:8][CH3:9])=[O:7])[CH2:3][CH2:2]1, predict the reactants needed to synthesize it. The reactants are: [CH:1]1([C@@H:4]([C:11]2[CH:20]=[C:19]3[C:14]([CH2:15][CH2:16][CH:17]([C:21]4[CH:26]=[CH:25][C:24]([OH:27])=[CH:23][C:22]=4[F:28])[O:18]3)=[CH:13][CH:12]=2)[C@H:5]([CH3:10])[C:6]([O:8][CH3:9])=[O:7])[CH2:3][CH2:2]1.N1C=CC=CC=1.[F:35][C:36]([F:49])([F:48])[S:37](O[S:37]([C:36]([F:49])([F:48])[F:35])(=[O:39])=[O:38])(=[O:39])=[O:38].